Predict the reactants needed to synthesize the given product. From a dataset of Full USPTO retrosynthesis dataset with 1.9M reactions from patents (1976-2016). (1) Given the product [OH:23][CH2:22][C@@H:21]([O:20][C:18]1[CH:17]=[C:12]([CH:11]=[C:10]([O:9][CH2:1][C:2]2[CH:7]=[CH:6][CH:5]=[CH:4][CH:3]=2)[CH:19]=1)[C:13]([O:15][CH3:16])=[O:14])[CH3:24], predict the reactants needed to synthesize it. The reactants are: [CH2:1](Br)[C:2]1[CH:7]=[CH:6][CH:5]=[CH:4][CH:3]=1.[OH:9][C:10]1[CH:11]=[C:12]([CH:17]=[C:18]([O:20][C@@H:21]([CH3:24])[CH2:22][OH:23])[CH:19]=1)[C:13]([O:15][CH3:16])=[O:14].C(=O)([O-])[O-].[K+].[K+].C(OCC)(=O)C. (2) Given the product [Br:1][C:2]1[CH:3]=[C:4]([S:9]([NH:13][C:14]2[C:15]([OH:21])=[N:16][C:17]([Cl:20])=[CH:18][CH:19]=2)(=[O:11])=[O:10])[CH:5]=[N:6][C:7]=1[O:27][CH3:25], predict the reactants needed to synthesize it. The reactants are: [Br:1][C:2]1[CH:3]=[C:4]([S:9](Cl)(=[O:11])=[O:10])[CH:5]=[N:6][C:7]=1Cl.[NH2:13][C:14]1[C:15]([O:21]C)=[N:16][C:17]([Cl:20])=[CH:18][CH:19]=1.[OH-].[Na+].[CH2:25]([OH:27])C. (3) The reactants are: [F:1][C:2]1[CH:12]=[C:11]([C:13]2[CH:14]=[N:15][C:16]([O:19][CH2:20][CH:21]3[CH2:26][CH2:25][N:24]([CH2:27][C:28]([F:31])([CH3:30])[CH3:29])[CH2:23][CH2:22]3)=[CH:17][CH:18]=2)[CH:10]=[CH:9][C:3]=1[C:4]([O:6]CC)=[O:5].O[Li].O. Given the product [F:1][C:2]1[CH:12]=[C:11]([C:13]2[CH:14]=[N:15][C:16]([O:19][CH2:20][CH:21]3[CH2:26][CH2:25][N:24]([CH2:27][C:28]([F:31])([CH3:29])[CH3:30])[CH2:23][CH2:22]3)=[CH:17][CH:18]=2)[CH:10]=[CH:9][C:3]=1[C:4]([OH:6])=[O:5], predict the reactants needed to synthesize it. (4) The reactants are: Cl[C:2]1[N:7]=[CH:6][C:5]2[N:8]=[C:9]([C@H:17]([O:19][CH:20]3[CH2:25][CH2:24][CH2:23][CH2:22][O:21]3)[CH3:18])[N:10]([C@@H:11]([CH3:16])[C:12]([F:15])([F:14])[F:13])[C:4]=2[CH:3]=1.[CH3:26][S:27]([C:30]([CH3:41])([CH3:40])[CH2:31][O:32][C:33]1[N:38]=[C:37]([NH2:39])[CH:36]=[CH:35][N:34]=1)(=[O:29])=[O:28].C1(P(C2CCCCC2)C2C=CC=CC=2C2C(C(C)C)=CC(C(C)C)=CC=2C(C)C)CCCCC1.C(=O)([O-])[O-].[Cs+].[Cs+]. Given the product [CH3:26][S:27]([C:30]([CH3:41])([CH3:40])[CH2:31][O:32][C:33]1[N:38]=[C:37]([NH:39][C:2]2[N:7]=[CH:6][C:5]3[N:8]=[C:9]([C@H:17]([O:19][CH:20]4[CH2:25][CH2:24][CH2:23][CH2:22][O:21]4)[CH3:18])[N:10]([C@@H:11]([CH3:16])[C:12]([F:15])([F:14])[F:13])[C:4]=3[CH:3]=2)[CH:36]=[CH:35][N:34]=1)(=[O:28])=[O:29], predict the reactants needed to synthesize it. (5) Given the product [N:8]1[CH:9]=[CH:10][N:11]2[CH:16]=[CH:15][C:14]([CH2:17][NH:18][C:19](=[O:31])[C:20]3[CH:21]=[CH:22][C:23]([CH:26]4[CH2:30][CH2:29][N:28]([S:4]([CH3:2])(=[O:6])=[O:5])[CH2:27]4)=[CH:24][CH:25]=3)=[CH:13][C:12]=12, predict the reactants needed to synthesize it. The reactants are: C[CH:2]([S:4](Cl)(=[O:6])=[O:5])C.[N:8]1[CH:9]=[CH:10][N:11]2[CH:16]=[CH:15][C:14]([CH2:17][NH:18][C:19](=[O:31])[C:20]3[CH:25]=[CH:24][C:23]([CH:26]4[CH2:30][CH2:29][NH:28][CH2:27]4)=[CH:22][CH:21]=3)=[CH:13][C:12]=12.N1CC(C2C=CC(C(NCC3C=CN4C=CN=C4C=3)=O)=CC=2)C1.